From a dataset of Retrosynthesis with 50K atom-mapped reactions and 10 reaction types from USPTO. Predict the reactants needed to synthesize the given product. (1) Given the product COc1cc(-c2cnn3ccc(Nc4ccc(F)cc4)nc23)cc(OC)c1OC, predict the reactants needed to synthesize it. The reactants are: COc1cc(-c2cnn3ccc(Cl)nc23)cc(OC)c1OC.Nc1ccc(F)cc1. (2) Given the product CC=CC[C@@H]1CCC(=O)C[C@H]1c1ccc(C(C)(C)CCCCCC)cc1OCc1ccccc1, predict the reactants needed to synthesize it. The reactants are: CC=CC[C@@H]1CCC2(C[C@H]1c1ccc(C(C)(C)CCCCCC)cc1OCc1ccccc1)OCCO2. (3) Given the product Nc1cccnc1Nc1cccc([N+](=O)[O-])c1, predict the reactants needed to synthesize it. The reactants are: Nc1cccc([N+](=O)[O-])c1.Nc1cccnc1Cl.